Predict the product of the given reaction. From a dataset of Forward reaction prediction with 1.9M reactions from USPTO patents (1976-2016). (1) Given the reactants [Cl:1][C:2]1[CH:7]=[N:6][C:5]2[N:8]([S:17]([C:20]3[CH:26]=[CH:25][C:23]([CH3:24])=[CH:22][CH:21]=3)(=[O:19])=[O:18])[C:9]([C:11]3[CH:12]=[N:13][N:14]([CH3:16])[CH:15]=3)=[CH:10][C:4]=2[C:3]=1/[C:27](=[N:29]/[OH:30])/[NH2:28].[OH:31][C:32]1([C:36](O)=[O:37])[CH2:35][CH2:34][CH2:33]1.O.ON1C2C=CC=CC=2N=N1.CN1CCOCC1.Cl.CN(C)CCCN=C=NCC, predict the reaction product. The product is: [Cl:1][C:2]1[CH:7]=[N:6][C:5]2[N:8]([S:17]([C:20]3[CH:21]=[CH:22][C:23]([CH3:24])=[CH:25][CH:26]=3)(=[O:19])=[O:18])[C:9]([C:11]3[CH:12]=[N:13][N:14]([CH3:16])[CH:15]=3)=[CH:10][C:4]=2[C:3]=1/[C:27](=[N:29]/[O:30][C:36]([C:32]1([OH:31])[CH2:35][CH2:34][CH2:33]1)=[O:37])/[NH2:28]. (2) Given the reactants Cl.[CH3:2][N:3]1[CH:7]=[C:6]([C:8]2[CH:9]=[C:10]([O:15][CH2:16][CH:17]3[CH2:22][CH2:21][NH:20][CH2:19][CH2:18]3)[C:11]([NH2:14])=[N:12][CH:13]=2)[N:5]=[CH:4]1.[Cl:23][C:24]1[N:29]=[C:28](Cl)[N:27]=[C:26]([O:31][CH2:32][C:33]2([C:36]#[N:37])[CH2:35][CH2:34]2)[N:25]=1.CCN(C(C)C)C(C)C.C(Cl)Cl.CO, predict the reaction product. The product is: [NH2:14][C:11]1[C:10]([O:15][CH2:16][CH:17]2[CH2:22][CH2:21][N:20]([C:28]3[N:29]=[C:24]([Cl:23])[N:25]=[C:26]([O:31][CH2:32][C:33]4([C:36]#[N:37])[CH2:35][CH2:34]4)[N:27]=3)[CH2:19][CH2:18]2)=[CH:9][C:8]([C:6]2[N:5]=[CH:4][N:3]([CH3:2])[CH:7]=2)=[CH:13][N:12]=1.